This data is from Full USPTO retrosynthesis dataset with 1.9M reactions from patents (1976-2016). The task is: Predict the reactants needed to synthesize the given product. (1) The reactants are: [S:1]1[C:5]2[CH:6]=[CH:7][CH:8]=[CH:9][C:4]=2[N:3]=[C:2]1[CH2:10][O:11][N:12]1[C:21]2[C:16](=[CH:17][CH:18]=[CH:19][CH:20]=2)[C:15]([OH:22])=[C:14]([C:23](OCC)=[O:24])[C:13]1=[O:28].[NH2:29][CH2:30][C:31]([O:33][C:34]([CH3:37])([CH3:36])[CH3:35])=[O:32].CCN(C(C)C)C(C)C. Given the product [S:1]1[C:5]2[CH:6]=[CH:7][CH:8]=[CH:9][C:4]=2[N:3]=[C:2]1[CH2:10][O:11][N:12]1[C:21]2[C:16](=[CH:17][CH:18]=[CH:19][CH:20]=2)[C:15]([OH:22])=[C:14]([C:23]([NH:29][CH2:30][C:31]([O:33][C:34]([CH3:37])([CH3:36])[CH3:35])=[O:32])=[O:24])[C:13]1=[O:28], predict the reactants needed to synthesize it. (2) Given the product [CH2:1]([O:8][C:9]1[CH:14]=[CH:13][C:12]([CH2:15][CH2:16][NH:17][C:18](=[O:32])[C:19]([C:22]2[CH:31]=[CH:30][C:29]3[CH2:28][CH2:27][CH2:26][CH2:25][C:24]=3[CH:23]=2)=[CH:20][O:21][CH:38]([F:40])[F:39])=[CH:11][C:10]=1[O:33][CH3:34])[C:2]1[CH:3]=[CH:4][CH:5]=[CH:6][CH:7]=1, predict the reactants needed to synthesize it. The reactants are: [CH2:1]([O:8][C:9]1[CH:14]=[CH:13][C:12]([CH2:15][CH2:16][NH:17][C:18](=[O:32])[C:19]([C:22]2[CH:31]=[CH:30][C:29]3[CH2:28][CH2:27][CH2:26][CH2:25][C:24]=3[CH:23]=2)=[CH:20][OH:21])=[CH:11][C:10]=1[O:33][CH3:34])[C:2]1[CH:7]=[CH:6][CH:5]=[CH:4][CH:3]=1.[OH-].[K+].Cl[CH:38]([F:40])[F:39].Cl. (3) Given the product [C:3]([O:7][C:8]([N:10]1[CH2:15][CH2:14][O:13][CH2:12][CH:11]1[CH2:16][O:17][C:30]([N:27]1[CH2:28][CH2:29][N:24]([C:18]2[CH:19]=[CH:20][CH:21]=[CH:22][CH:23]=2)[CH2:25][CH2:26]1)=[O:31])=[O:9])([CH3:6])([CH3:5])[CH3:4], predict the reactants needed to synthesize it. The reactants are: [H-].[Na+].[C:3]([O:7][C:8]([N:10]1[CH2:15][CH2:14][O:13][CH2:12][CH:11]1[CH2:16][OH:17])=[O:9])([CH3:6])([CH3:5])[CH3:4].[C:18]1([N:24]2[CH2:29][CH2:28][N:27]([C:30](OC3C=CC([N+]([O-])=O)=CC=3)=[O:31])[CH2:26][CH2:25]2)[CH:23]=[CH:22][CH:21]=[CH:20][CH:19]=1.C([O-])(O)=O.[Na+]. (4) The reactants are: [Br:1][C:2]1[CH:31]=[CH:30][C:5]2[C:6]([C:9]3[CH:14]=[CH:13][CH:12]=[CH:11][C:10]=3[C@@H:15]([NH:23][S@](C(C)(C)C)=O)[CH2:16][C:17]3[CH:22]=[CH:21][CH:20]=[CH:19][N:18]=3)=[N:7][O:8][C:4]=2[CH:3]=1.Cl. Given the product [Br:1][C:2]1[CH:31]=[CH:30][C:5]2[C:6]([C:9]3[CH:14]=[CH:13][CH:12]=[CH:11][C:10]=3[C@@H:15]([NH2:23])[CH2:16][C:17]3[CH:22]=[CH:21][CH:20]=[CH:19][N:18]=3)=[N:7][O:8][C:4]=2[CH:3]=1, predict the reactants needed to synthesize it.